Dataset: Catalyst prediction with 721,799 reactions and 888 catalyst types from USPTO. Task: Predict which catalyst facilitates the given reaction. (1) The catalyst class is: 2. Reactant: [F:1][C:2]1[CH:3]=[C:4]([CH:6]=[C:7]([F:10])[C:8]=1[F:9])[NH2:5].C(N(C(C)C)CC)(C)C.ClC(Cl)(O[C:24](=[O:30])OC(Cl)(Cl)Cl)Cl.[NH2:32][C:33]1[CH:34]=[C:35]([NH:39][C:40]2[CH:48]=[C:47]3[C:43]([CH2:44][C:45](=[O:49])[NH:46]3)=[CH:42][CH:41]=2)[CH:36]=[CH:37][CH:38]=1. Product: [O:49]=[C:45]1[CH2:44][C:43]2[C:47](=[CH:48][C:40]([NH:39][C:35]3[CH:34]=[C:33]([NH:32][C:24]([NH:5][C:4]4[CH:3]=[C:2]([F:1])[C:8]([F:9])=[C:7]([F:10])[CH:6]=4)=[O:30])[CH:38]=[CH:37][CH:36]=3)=[CH:41][CH:42]=2)[NH:46]1. (2) Reactant: [N:1]([CH2:4][C@@H:5]1[O:9][C:8](=[O:10])[N:7]([C:11]2[CH:16]=[CH:15][C:14]([C:17]3[O:18][CH:19]=[C:20]([CH2:22]Cl)[N:21]=3)=[C:13]([F:24])[CH:12]=2)[CH2:6]1)=[N+:2]=[N-:3].N1C=[CH:28][N:27]=[N:26]1.C(=O)([O-])[O-].[K+].[K+].[C:36](#[N:38])C. Product: [N:1]([CH2:4][C@@H:5]1[O:9][C:8](=[O:10])[N:7]([C:11]2[CH:16]=[CH:15][C:14]([C:17]3[O:18][CH:19]=[C:20]([CH2:22][N:27]4[CH:28]=[N:38][CH:36]=[N:26]4)[N:21]=3)=[C:13]([F:24])[CH:12]=2)[CH2:6]1)=[N+:2]=[N-:3]. The catalyst class is: 13. (3) Reactant: C(OC(=O)[NH:7][C:8]1[CH:13]=[CH:12][CH:11]=[CH:10][C:9]=1[NH:14][C:15](=[O:39])/[CH:16]=[CH:17]/[C:18]1[CH:22]=[CH:21][N:20]([S:23]([C:26]2[CH:31]=[CH:30][C:29]([C:32]3[C:33]([CH3:38])=[N:34][O:35][C:36]=3[CH3:37])=[CH:28][CH:27]=2)(=[O:25])=[O:24])[CH:19]=1)(C)(C)C. Product: [NH2:7][C:8]1[CH:13]=[CH:12][CH:11]=[CH:10][C:9]=1[NH:14][C:15](=[O:39])/[CH:16]=[CH:17]/[C:18]1[CH:22]=[CH:21][N:20]([S:23]([C:26]2[CH:31]=[CH:30][C:29]([C:32]3[C:33]([CH3:38])=[N:34][O:35][C:36]=3[CH3:37])=[CH:28][CH:27]=2)(=[O:25])=[O:24])[CH:19]=1. The catalyst class is: 12. (4) Reactant: C(N(CC)CC)C.[CH:8]([C:11]1[CH:16]=[CH:15][C:14]([C:17]2[C:21]3[C:22]([CH3:29])=[C:23]([OH:28])[C:24]([CH3:27])=[C:25]([CH3:26])[C:20]=3[O:19][C:18]=2[CH3:30])=[CH:13][CH:12]=1)([CH3:10])[CH3:9].[CH3:31][O:32][C:33]1[CH:41]=[CH:40][C:36]([C:37](Cl)=[O:38])=[CH:35][CH:34]=1.O. Product: [CH3:31][O:32][C:33]1[CH:41]=[CH:40][C:36]([C:37]([O:28][C:23]2[C:24]([CH3:27])=[C:25]([CH3:26])[C:20]3[O:19][C:18]([CH3:30])=[C:17]([C:14]4[CH:15]=[CH:16][C:11]([CH:8]([CH3:10])[CH3:9])=[CH:12][CH:13]=4)[C:21]=3[C:22]=2[CH3:29])=[O:38])=[CH:35][CH:34]=1. The catalyst class is: 22. (5) Reactant: C([O:3][C:4](=[O:36])[C:5]1[CH:10]=[CH:9][C:8]([N:11]2[CH2:16][CH2:15][N:14]([C:17]3[CH:22]=[CH:21][C:20]([C:23](=[O:35])[NH:24][C:25]4[CH:30]=[CH:29][CH:28]=[C:27]([C:31]([CH3:34])([CH3:33])[CH3:32])[CH:26]=4)=[CH:19][N:18]=3)[CH2:13][CH2:12]2)=[CH:7][CH:6]=1)C. Product: [C:31]([C:27]1[CH:26]=[C:25]([NH:24][C:23]([C:20]2[CH:21]=[CH:22][C:17]([N:14]3[CH2:13][CH2:12][N:11]([C:8]4[CH:7]=[CH:6][C:5]([C:4]([OH:36])=[O:3])=[CH:10][CH:9]=4)[CH2:16][CH2:15]3)=[N:18][CH:19]=2)=[O:35])[CH:30]=[CH:29][CH:28]=1)([CH3:34])([CH3:32])[CH3:33]. The catalyst class is: 20. (6) Reactant: [N:1]1([C:8]2[CH:13]=[C:12]([Cl:14])[N:11]=[C:10]([NH:15][C@H:16]3[CH2:20][CH2:19][N:18]([CH:21]4[CH2:26][CH2:25][C:24](=[O:27])[CH2:23][CH2:22]4)[C@@H:17]3[CH2:28][CH2:29][CH2:30][N:31]=[N+:32]=[N-:33])[N:9]=2)[CH2:7][CH2:6][CH2:5][CH2:4][CH2:3][CH2:2]1.CCC(C)[BH-](C(C)CC)C(C)CC.[Li+].[Cl-].[NH4+]. Product: [N:1]1([C:8]2[CH:13]=[C:12]([Cl:14])[N:11]=[C:10]([NH:15][C@H:16]3[CH2:20][CH2:19][N:18]([C@@H:21]4[CH2:26][CH2:25][C@H:24]([OH:27])[CH2:23][CH2:22]4)[C@@H:17]3[CH2:28][CH2:29][CH2:30][N:31]=[N+:32]=[N-:33])[N:9]=2)[CH2:2][CH2:3][CH2:4][CH2:5][CH2:6][CH2:7]1. The catalyst class is: 7.